This data is from Forward reaction prediction with 1.9M reactions from USPTO patents (1976-2016). The task is: Predict the product of the given reaction. (1) Given the reactants [CH3:1][O:2]/[N:3]=[C:4]1\[CH2:5][N:6]([C:11]2[N:16]=[C:15]3[N:17]([CH:25]4[CH2:27][CH2:26]4)[CH:18]=[C:19]([C:22]([OH:24])=[O:23])[C:20](=[O:21])[C:14]3=[CH:13][C:12]=2[F:28])[CH2:7][CH:8]\1[CH2:9][NH2:10].[C:29](=O)=O, predict the reaction product. The product is: [CH:13]1[C:14]2[C:20](=[O:21])[C:19]([C:22]([OH:24])=[O:23])=[CH:18][N:17]([CH:25]3[CH2:26][CH2:27]3)[C:15]=2[CH:29]=[C:11]([N:6]2[CH2:5][CH2:4][NH:3][CH2:8][CH2:7]2)[C:12]=1[F:28].[CH3:1][O:2]/[N:3]=[C:4]1\[CH2:5][N:6]([C:11]2[N:16]=[C:15]3[N:17]([CH:25]4[CH2:27][CH2:26]4)[CH:18]=[C:19]([C:22]([OH:24])=[O:23])[C:20](=[O:21])[C:14]3=[CH:13][C:12]=2[F:28])[CH2:7][CH:8]\1[CH2:9][NH2:10]. (2) Given the reactants [O:1]=[C:2]1[C:10](=[O:11])[C:9]2[N:8]([CH2:12][CH2:13][P:14](=[O:17])([OH:16])[OH:15])[CH2:7][CH2:6][CH2:5][NH:4][C:3]1=2.C(N(CC)[CH:22]([CH3:24])[CH3:23])(C)C.Cl[CH2:28][O:29][C:30](=[O:38])[CH:31]([CH2:35][CH2:36][CH3:37])[CH2:32][CH2:33][CH3:34], predict the reaction product. The product is: [CH2:32]([CH:31]([CH2:24][CH2:22][CH3:23])[C:30]([O:29][CH2:28][O:17][P:14]([CH2:13][CH2:12][N:8]1[CH2:7][CH2:6][CH2:5][NH:4][C:3]2[C:2](=[O:1])[C:10](=[O:11])[C:9]1=2)(=[O:15])[O:16][CH2:28][O:29][C:30](=[O:38])[CH:31]([CH2:35][CH2:36][CH3:37])[CH2:32][CH2:33][CH3:34])=[O:38])[CH2:33][CH3:34]. (3) Given the reactants Cl[C:2]1[CH:7]=[C:6]([CH:8]([S:17][C:18]2[CH:23]=[CH:22][C:21]([Cl:24])=[CH:20][CH:19]=2)[C:9]2[CH:14]=[C:13]([F:15])[CH:12]=[CH:11][C:10]=2[F:16])[C:5]([Cl:25])=[CH:4][N:3]=1.[NH:26]1[CH2:31][CH2:30][O:29][CH:28]([CH2:32][NH:33][C:34](=[O:40])[O:35][C:36]([CH3:39])([CH3:38])[CH3:37])[CH2:27]1, predict the reaction product. The product is: [Cl:25][C:5]1[C:6]([CH:8]([S:17][C:18]2[CH:19]=[CH:20][C:21]([Cl:24])=[CH:22][CH:23]=2)[C:9]2[CH:14]=[C:13]([F:15])[CH:12]=[CH:11][C:10]=2[F:16])=[CH:7][C:2]([N:26]2[CH2:31][CH2:30][O:29][CH:28]([CH2:32][NH:33][C:34](=[O:40])[O:35][C:36]([CH3:38])([CH3:37])[CH3:39])[CH2:27]2)=[N:3][CH:4]=1. (4) Given the reactants Br[CH2:2][CH2:3][CH2:4][N:5]1C(=O)C2=CC=CC=C2C1=O.[Cl:16][C:17]1[CH:18]=[C:19]([OH:23])[CH:20]=[CH:21][CH:22]=1, predict the reaction product. The product is: [Cl:16][C:17]1[CH:18]=[C:19]([CH:20]=[CH:21][CH:22]=1)[O:23][CH2:2][CH2:3][CH2:4][NH2:5]. (5) Given the reactants [CH3:1][O:2][C:3]1[CH:8]=[CH:7][C:6]([O:9][CH3:10])=[CH:5][CH:4]=1.[Br:11][C:12]1[CH:13]=[C:14]([CH2:20][C:21](O)=[O:22])[CH:15]=[C:16]([O:18][CH3:19])[CH:17]=1, predict the reaction product. The product is: [Br:11][C:12]1[CH:13]=[C:14]([CH2:20][C:21]([C:7]2[CH:8]=[C:3]([O:2][CH3:1])[CH:4]=[CH:5][C:6]=2[O:9][CH3:10])=[O:22])[CH:15]=[C:16]([O:18][CH3:19])[CH:17]=1. (6) Given the reactants [CH3:1][N:2]1[C:6](OS(C2C=CC(C)=CC=2)(=O)=O)=[CH:5][C:4]([C:18]2[CH:23]=[CH:22][CH:21]=[CH:20][CH:19]=2)=[N:3]1.[CH:24]#[C:25][CH2:26][CH2:27][CH2:28][CH2:29][CH3:30], predict the reaction product. The product is: [C:24]([C:6]1[N:2]([CH3:1])[N:3]=[C:4]([C:18]2[CH:19]=[CH:20][CH:21]=[CH:22][CH:23]=2)[CH:5]=1)#[C:25][CH2:26][CH2:27][CH2:28][CH2:29][CH3:30].